The task is: Predict the product of the given reaction.. This data is from Forward reaction prediction with 1.9M reactions from USPTO patents (1976-2016). (1) Given the reactants Cl[C:2]1[C:3](Cl)=[N:4][CH:5]=[C:6]([CH:10]=1)[C:7]([OH:9])=[O:8].[CH2:12]([Mg]Cl)[CH3:13].[ClH:16], predict the reaction product. The product is: [Cl:16][C:5]1[N:4]=[C:3]([CH2:12][CH3:13])[CH:2]=[CH:10][C:6]=1[C:7]([OH:9])=[O:8]. (2) Given the reactants [OH:1][CH:2]1[CH2:7][CH2:6][N:5]([C:8]([O:10][C:11]([CH3:14])([CH3:13])[CH3:12])=[O:9])[CH2:4][CH2:3]1.[H-].[Na+].Br[CH2:18][CH2:19][O:20][Si:21]([C:24]([CH3:27])([CH3:26])[CH3:25])([CH3:23])[CH3:22].O, predict the reaction product. The product is: [Si:21]([O:20][CH2:19][CH2:18][O:1][CH:2]1[CH2:3][CH2:4][N:5]([C:8]([O:10][C:11]([CH3:14])([CH3:13])[CH3:12])=[O:9])[CH2:6][CH2:7]1)([C:24]([CH3:27])([CH3:26])[CH3:25])([CH3:23])[CH3:22]. (3) Given the reactants [Br:1][C:2]1[CH:10]=[CH:9][CH:8]=[C:7]2[C:3]=1[C:4]([CH3:17])=[C:5]([C:11]1[CH:16]=[CH:15][CH:14]=[CH:13][CH:12]=1)[NH:6]2.[CH2:18](Br)[C:19]1[CH:24]=[CH:23][CH:22]=[CH:21][CH:20]=1, predict the reaction product. The product is: [CH2:18]([N:6]1[C:7]2[C:3](=[C:2]([Br:1])[CH:10]=[CH:9][CH:8]=2)[C:4]([CH3:17])=[C:5]1[C:11]1[CH:12]=[CH:13][CH:14]=[CH:15][CH:16]=1)[C:19]1[CH:24]=[CH:23][CH:22]=[CH:21][CH:20]=1. (4) Given the reactants Cl[C:2]1[N:3]=[CH:4][C:5]2[CH:10]=[CH:9][N:8]([C:11]3[CH:16]=[CH:15][CH:14]=[CH:13][N:12]=3)[C:6]=2[N:7]=1.[CH3:17][O:18][C:19]1[CH:20]=[C:21]([CH:23]=[C:24]([O:28][CH3:29])[C:25]=1[O:26][CH3:27])[NH2:22].CC(C)([O-])C.[K+], predict the reaction product. The product is: [N:12]1[CH:13]=[CH:14][CH:15]=[CH:16][C:11]=1[N:8]1[C:6]2[N:7]=[C:2]([NH:22][C:21]3[CH:23]=[C:24]([O:28][CH3:29])[C:25]([O:26][CH3:27])=[C:19]([O:18][CH3:17])[CH:20]=3)[N:3]=[CH:4][C:5]=2[CH:10]=[CH:9]1. (5) Given the reactants [CH3:1][N:2]1[CH2:7][CH2:6][NH:5][CH2:4][CH2:3]1.[O:8]1[C:18]2[C:13](=[CH:14][CH:15]=[CH:16][CH:17]=2)[CH2:12][CH2:11][C:9]1=[O:10], predict the reaction product. The product is: [OH:8][C:18]1[CH:17]=[CH:16][CH:15]=[CH:14][C:13]=1[CH2:12][CH2:11][C:9]([N:5]1[CH2:6][CH2:7][N:2]([CH3:1])[CH2:3][CH2:4]1)=[O:10]. (6) Given the reactants [C:1]([O:5][C:6](=[O:42])[NH:7][C:8](=[N:23][C:24](=[O:41])[CH2:25][C:26]([C:31]1[CH:36]=[CH:35][C:34]([O:37][CH2:38][CH:39]=[CH2:40])=[CH:33][CH:32]=1)=[N:27][O:28][CH2:29][CH3:30])[CH2:9][C:10]1[CH:15]=[C:14]([Cl:16])[C:13]([NH:17][C:18](=[O:21])[CH2:19]Br)=[C:12]([Cl:22])[CH:11]=1)([CH3:4])([CH3:3])[CH3:2].Cl.[CH2:44]([NH2:48])[CH2:45][CH:46]=[CH2:47].C(N(C(C)C)CC)(C)C, predict the reaction product. The product is: [C:1]([O:5][C:6](=[O:42])[NH:7][C:8](=[N:23][C:24](=[O:41])[CH2:25][C:26]([C:31]1[CH:36]=[CH:35][C:34]([O:37][CH2:38][CH:39]=[CH2:40])=[CH:33][CH:32]=1)=[N:27][O:28][CH2:29][CH3:30])[CH2:9][C:10]1[CH:15]=[C:14]([Cl:16])[C:13]([NH:17][C:18](=[O:21])[CH2:19][NH:48][CH2:44][CH2:45][CH:46]=[CH2:47])=[C:12]([Cl:22])[CH:11]=1)([CH3:4])([CH3:3])[CH3:2]. (7) Given the reactants [CH3:1][N:2]1[CH2:8][CH2:7][CH2:6][NH:5][CH2:4][CH2:3]1.F[C:10]1[CH:15]=[CH:14][C:13]([N+:16]([O-:18])=[O:17])=[CH:12][C:11]=1C.N1CCCNCC1, predict the reaction product. The product is: [CH3:10][C:11]1[CH:12]=[C:13]([N+:16]([O-:18])=[O:17])[CH:14]=[CH:15][C:1]=1[N:2]1[CH2:8][CH2:7][CH2:6][NH:5][CH2:4][CH2:3]1. (8) Given the reactants FC1C=CC(N2[C:11](=[O:12])[C@H:10]([S:13][CH2:14][C:15]([C:17]3[CH:22]=[CH:21][C:20]([F:23])=[CH:19][CH:18]=3)=[O:16])[C@H:9]2[C:24]2[CH:44]=[CH:43][C:27]([O:28][CH2:29][C:30]([NH:32][C@H:33]([C:37]3[CH:42]=[CH:41][CH:40]=[CH:39][CH:38]=3)[C:34](O)=[O:35])=[O:31])=[CH:26][CH:25]=2)=CC=1.Cl.[NH2:46][C@@H:47]([C:49]([O:51]C(C)(C)C)=[O:50])[CH3:48].CN(C(ON1N=[N:71][C:66]2[CH:67]=[CH:68][CH:69]=[CH:70][C:65]1=2)=[N+](C)C)C.[B-](F)(F)(F)[F:74].[BH4-].[Na+], predict the reaction product. The product is: [F:74][C:69]1[CH:70]=[CH:65][C:66]([N:71]2[C:11](=[O:12])[C@H:10]([S:13][CH2:14][CH:15]([C:17]3[CH:22]=[CH:21][C:20]([F:23])=[CH:19][CH:18]=3)[OH:16])[C@H:9]2[C:24]2[CH:44]=[CH:43][C:27]([O:28][CH2:29][C:30]([NH:32][C@H:33]([C:37]3[CH:42]=[CH:41][CH:40]=[CH:39][CH:38]=3)[C:34]([NH:46][C@@H:47]([C:49]([OH:51])=[O:50])[CH3:48])=[O:35])=[O:31])=[CH:26][CH:25]=2)=[CH:67][CH:68]=1. (9) Given the reactants [CH2:1]([C:4]1[N:9]=[C:8]([NH:10][CH2:11][C:12]2[CH:17]=[CH:16][CH:15]=[CH:14][CH:13]=2)[C:7]([N+:18]([O-:20])=[O:19])=[C:6]([NH:21][CH2:22][C:23]2[CH:28]=[CH:27][CH:26]=[CH:25][CH:24]=2)[CH:5]=1)C=C.I([O-])(=O)(=O)=[O:30].[Na+].C([O:38][CH2:39][CH3:40])(=O)C, predict the reaction product. The product is: [CH2:22]([NH:21][C:6]1[C:7]([N+:18]([O-:20])=[O:19])=[C:8]([NH:10][CH2:11][C:12]2[CH:17]=[CH:16][CH:15]=[CH:14][CH:13]=2)[N:9]=[C:4]([CH2:1][CH:39]([OH:38])[CH2:40][OH:30])[CH:5]=1)[C:23]1[CH:28]=[CH:27][CH:26]=[CH:25][CH:24]=1. (10) Given the reactants [CH3:1][O:2][C:3]1[CH:4]=[C:5]([CH2:11][CH2:12][N:13]([CH3:18])[CH2:14][CH2:15][CH2:16][NH2:17])[CH:6]=[CH:7][C:8]=1[O:9][CH3:10].[N+:19]([C:22]1[CH:30]=[CH:29][C:25]([C:26]([Cl:28])=[O:27])=[CH:24][CH:23]=1)([O-:21])=[O:20].C(N(CC)CC)C, predict the reaction product. The product is: [ClH:28].[CH3:1][O:2][C:3]1[CH:4]=[C:5]([CH2:11][CH2:12][N:13]([CH3:18])[CH2:14][CH2:15][CH2:16][NH:17][C:26](=[O:27])[C:25]2[CH:24]=[CH:23][C:22]([N+:19]([O-:21])=[O:20])=[CH:30][CH:29]=2)[CH:6]=[CH:7][C:8]=1[O:9][CH3:10].